From a dataset of Forward reaction prediction with 1.9M reactions from USPTO patents (1976-2016). Predict the product of the given reaction. (1) Given the reactants [C:1]([OH:7])(=[O:6])[CH2:2][C:3]([OH:5])=O.[CH2:8]([K])[CH3:9].CCN(CC)CC.[Mg+2].[Cl-].[Cl-].[C:21]1(C(Cl)=O)[C:30]2[C:25](=[CH:26][CH:27]=[CH:28][CH:29]=2)[CH:24]=[CH:23][CH:22]=1, predict the reaction product. The product is: [CH2:8]([O:7][C:1](=[O:6])[CH2:2][C:3]([C:29]1[C:30]2[C:25](=[CH:24][CH:23]=[CH:22][CH:21]=2)[CH:26]=[CH:27][CH:28]=1)=[O:5])[CH3:9]. (2) Given the reactants [CH3:1][N:2]([CH3:33])[C:3]1[CH:8]=[C:7]([NH:9][C:10]2[CH:15]=[CH:14][C:13]([CH3:16])=[CH:12][CH:11]=2)[N:6]=[C:5]([N:17]2[CH2:22][CH2:21][N:20]([C:23]3[C:28]([C:29]([F:32])([F:31])[F:30])=[CH:27][CH:26]=[CH:25][N:24]=3)[CH2:19][CH2:18]2)[N:4]=1.ClC1C=CC=C(C(OO)=[O:42])C=1, predict the reaction product. The product is: [CH3:33][N:2]([CH3:1])[C:3]1[CH:8]=[C:7]([NH:9][C:10]2[CH:11]=[CH:12][C:13]([CH3:16])=[CH:14][CH:15]=2)[N:6]=[C:5]([N:17]2[CH2:18][CH2:19][N:20]([C:23]3[C:28]([C:29]([F:31])([F:32])[F:30])=[CH:27][CH:26]=[CH:25][N+:24]=3[O-:42])[CH2:21][CH2:22]2)[N:4]=1. (3) The product is: [C:4]([O:3][C:1]([N:8]1[CH2:13][CH2:12][C:11]([OH:14])([CH3:15])[CH2:10][CH2:9]1)=[O:2])([CH3:7])([CH3:6])[CH3:5]. Given the reactants [C:1]([N:8]1[CH2:13][CH2:12][C:11](=[O:14])[CH2:10][CH2:9]1)([O:3][C:4]([CH3:7])([CH3:6])[CH3:5])=[O:2].[CH3:15][Mg]Br, predict the reaction product. (4) Given the reactants [CH2:1]([N:3]([C:29](=O)[C:30]1[CH:35]=[CH:34][C:33]([OH:36])=[CH:32][CH:31]=1)[C:4]1[CH:9]=[C:8]([O:10][CH3:11])[CH:7]=[CH:6][C:5]=1[C@H:12]1[CH2:21][CH2:20][C:19]2[CH:18]=[C:17]([O:22]C(=O)C(C)(C)C)[CH:16]=[CH:15][C:14]=2[CH2:13]1)[CH3:2].Cl[CH2:39][C:40]([N:42]([CH2:44][CH2:45][O:46][CH3:47])[CH3:43])=O, predict the reaction product. The product is: [CH2:1]([N:3]([CH2:29][C:30]1[CH:31]=[CH:32][C:33]([O:36][CH2:39][CH2:40][N:42]([CH2:44][CH2:45][O:46][CH3:47])[CH3:43])=[CH:34][CH:35]=1)[C:4]1[CH:9]=[C:8]([O:10][CH3:11])[CH:7]=[CH:6][C:5]=1[C@H:12]1[CH2:21][CH2:20][C:19]2[CH:18]=[C:17]([OH:22])[CH:16]=[CH:15][C:14]=2[CH2:13]1)[CH3:2]. (5) Given the reactants Cl[C:2]1[N:3]=[C:4]([C:15]2[CH:20]=[CH:19][CH:18]=[CH:17][CH:16]=2)[C:5]([C:9]2[CH:14]=[CH:13][CH:12]=[CH:11][CH:10]=2)=[N+:6]([O-:8])[CH:7]=1.[CH3:21][NH2:22], predict the reaction product. The product is: [C:9]1([C:5]2[C:4]([C:15]3[CH:20]=[CH:19][CH:18]=[CH:17][CH:16]=3)=[N:3][C:2]([NH:22][CH3:21])=[CH:7][N+:6]=2[O-:8])[CH:14]=[CH:13][CH:12]=[CH:11][CH:10]=1. (6) Given the reactants [CH2:1]([O:5][C:6]1[N:14]=[C:13]2[C:9]([N:10]=[C:11]([O:36]C)[N:12]2[CH2:15][CH:16]2[CH2:21][CH2:20][N:19]([CH2:22][CH2:23][O:24][C:25]3[CH:30]=[CH:29][CH:28]=[C:27]([CH2:31][C:32]([O:34][CH3:35])=[O:33])[CH:26]=3)[CH2:18][CH2:17]2)=[C:8]([NH2:38])[N:7]=1)[CH2:2][CH2:3][CH3:4].S(=O)(=O)(O)O.C(=O)(O)[O-].[Na+], predict the reaction product. The product is: [CH2:1]([O:5][C:6]1[N:14]=[C:13]2[C:9]([NH:10][C:11](=[O:36])[N:12]2[CH2:15][CH:16]2[CH2:21][CH2:20][N:19]([CH2:22][CH2:23][O:24][C:25]3[CH:30]=[CH:29][CH:28]=[C:27]([CH2:31][C:32]([O:34][CH3:35])=[O:33])[CH:26]=3)[CH2:18][CH2:17]2)=[C:8]([NH2:38])[N:7]=1)[CH2:2][CH2:3][CH3:4]. (7) Given the reactants C1(P([C:14]2[CH:19]=[CH:18]C=CC=2)C2C=CC=CC=2)C=CC=CC=1.[C:20]([O:24][C:25]([O:27][NH:28][C:29](=[O:35])OC(C)(C)C)=[O:26])([CH3:23])([CH3:22])[CH3:21].N(C(OC(C)C)=O)=N[C:38](OC(C)C)=O.[CH2:50]([C:53]1[N:54]([CH2:66][CH2:67][CH2:68][CH2:69]O)[C:55]2[C:64]3[CH:63]=[CH:62][CH:61]=[CH:60][C:59]=3[N:58]=[CH:57][C:56]=2[N:65]=1)[CH2:51][CH3:52], predict the reaction product. The product is: [C:20]([O:24][C:25]([O:27][N:28]([CH2:69][CH2:68][CH2:67][CH2:66][N:54]1[C:55]2[C:64]3[CH:63]=[CH:62][CH:61]=[CH:60][C:59]=3[N:58]=[CH:57][C:56]=2[N:65]=[C:53]1[CH2:50][CH2:51][CH3:52])[C:29](=[O:35])[C:19]([CH3:18])([CH3:14])[CH3:38])=[O:26])([CH3:21])([CH3:22])[CH3:23]. (8) Given the reactants ClC1N=NC(NS(CC2C=C(C#N)C=CC=2Cl)(=O)=O)=C(O)C=1.[Cl:23][C:24]1[CH:25]=[C:26]([O:47]C)[C:27]([NH:34][S:35]([CH2:38][C:39]2[CH:44]=[C:43]([Cl:45])[CH:42]=[C:41]([Cl:46])[CH:40]=2)(=[O:37])=[O:36])=[N:28][C:29]=1[S:30]([CH3:33])(=[O:32])=[O:31].ClC1N=NC(NS(CC2C=C(C#N)C=CC=2Cl)(=O)=O)=C(OC)C=1, predict the reaction product. The product is: [Cl:23][C:24]1[CH:25]=[C:26]([OH:47])[C:27]([NH:34][S:35]([CH2:38][C:39]2[CH:44]=[C:43]([Cl:45])[CH:42]=[C:41]([Cl:46])[CH:40]=2)(=[O:37])=[O:36])=[N:28][C:29]=1[S:30]([CH3:33])(=[O:32])=[O:31]. (9) Given the reactants O.[CH3:2][N:3]1[CH2:7][CH2:6][CH:5]([C:8]2[N:13]=[C:12]([C:14]([OH:16])=[O:15])[CH:11]=[CH:10][CH:9]=2)[CH2:4]1.Cl.[F:18][C:19]1[CH:20]=[C:21]([CH:29]=[CH:30][CH:31]=1)[O:22][CH:23]1[CH2:28][CH2:27][NH:26][CH2:25][CH2:24]1.C(N(C(C)C)CC)(C)C.CN(C(ON1N=NC2C=CC=NC1=2)=[N+](C)C)C.F[P-](F)(F)(F)(F)F, predict the reaction product. The product is: [NH4+:3].[OH-:15].[F:18][C:19]1[CH:20]=[C:21]([CH:29]=[CH:30][CH:31]=1)[O:22][CH:23]1[CH2:24][CH2:25][N:26]([C:14]([C:12]2[CH:11]=[CH:10][CH:9]=[C:8]([CH:5]3[CH2:6][CH2:7][N:3]([CH3:2])[CH2:4]3)[N:13]=2)=[O:16])[CH2:27][CH2:28]1.